This data is from Forward reaction prediction with 1.9M reactions from USPTO patents (1976-2016). The task is: Predict the product of the given reaction. (1) Given the reactants [CH2:1]([O:3][C:4](=[O:28])[CH2:5][C:6]1[CH:11]=[CH:10][C:9]([O:12][CH3:13])=[C:8]([O:14][C:15]2[CH:20]=[CH:19][C:18]([NH2:21])=[CH:17][C:16]=2[CH2:22][S:23][C:24]([CH3:27])([CH3:26])[CH3:25])[CH:7]=1)[CH3:2].[F:29][C:30]1[CH:31]=[C:32]([CH:36]=[CH:37][CH:38]=1)[C:33](Cl)=[O:34], predict the reaction product. The product is: [CH2:1]([O:3][C:4](=[O:28])[CH2:5][C:6]1[CH:11]=[CH:10][C:9]([O:12][CH3:13])=[C:8]([O:14][C:15]2[CH:20]=[CH:19][C:18]([NH:21][C:33](=[O:34])[C:32]3[CH:36]=[CH:37][CH:38]=[C:30]([F:29])[CH:31]=3)=[CH:17][C:16]=2[CH2:22][S:23][C:24]([CH3:27])([CH3:26])[CH3:25])[CH:7]=1)[CH3:2]. (2) The product is: [C:13]([C:12]1[C:2]([N:19]2[CH2:24][CH2:23][CH:22]([C:25]([OH:27])=[O:26])[CH2:21][CH2:20]2)=[N:3][C:4]([C:15]([F:18])([F:17])[F:16])=[C:5]([C:6]([O:8][CH2:9][CH3:10])=[O:7])[CH:11]=1)#[N:14]. Given the reactants Cl[C:2]1[C:12]([C:13]#[N:14])=[CH:11][C:5]([C:6]([O:8][CH2:9][CH3:10])=[O:7])=[C:4]([C:15]([F:18])([F:17])[F:16])[N:3]=1.[NH:19]1[CH2:24][CH2:23][CH:22]([C:25]([OH:27])=[O:26])[CH2:21][CH2:20]1, predict the reaction product. (3) Given the reactants [O:1]1[C:3]2([CH2:8][CH2:7][N:6]([C:9]3[CH:14]=[CH:13][C:12]([N:15]4[CH2:19][C@H:18]([CH2:20][NH:21][C:22](=[O:24])[CH3:23])[O:17][C:16]4=[O:25])=[CH:11][C:10]=3[F:26])[CH2:5][CH2:4]2)[CH2:2]1.[N-:27]=[N+:28]=[N-:29].[Na+].C(O)(=O)C, predict the reaction product. The product is: [N:27]([CH2:2][C:3]1([OH:1])[CH2:4][CH2:5][N:6]([C:9]2[CH:14]=[CH:13][C:12]([N:15]3[CH2:19][C@H:18]([CH2:20][NH:21][C:22](=[O:24])[CH3:23])[O:17][C:16]3=[O:25])=[CH:11][C:10]=2[F:26])[CH2:7][CH2:8]1)=[N+:28]=[N-:29]. (4) Given the reactants [CH3:1][O:2][C:3](=[O:17])[C@H:4]([CH2:6][C:7]1[C:15]2[C:10](=[CH:11][CH:12]=[C:13]([CH3:16])[CH:14]=2)[NH:9][CH:8]=1)[NH2:5].[CH:18]1[C:23]([CH:24]=O)=[CH:22][C:21]2[O:26][CH2:27][O:28][C:20]=2[CH:19]=1, predict the reaction product. The product is: [CH3:16][C:13]1[CH:14]=[C:15]2[C:10](=[CH:11][CH:12]=1)[NH:9][C:8]1[CH:24]([C:23]3[CH:18]=[CH:19][C:20]4[O:28][CH2:27][O:26][C:21]=4[CH:22]=3)[NH:5][CH:4]([C:3]([O:2][CH3:1])=[O:17])[CH2:6][C:7]2=1. (5) Given the reactants [CH2:1]([O:8][C:9]1[CH:10]=[C:11]2[C:15](=[CH:16][CH:17]=1)[N:14]([CH2:18][C:19]1[CH:24]=[CH:23][C:22]([O:25][CH2:26][CH2:27][N:28]3[CH2:33][CH2:32][CH2:31][CH2:30][CH2:29]3)=[CH:21][CH:20]=1)[C:13]([C:34]1[CH:39]=[CH:38][C:37]([O:40]C(=O)C(C)(C)C)=[CH:36][CH:35]=1)=[C:12]2[CH3:47])[C:2]1[CH:7]=[CH:6][CH:5]=[CH:4][CH:3]=1.O[Li].O.CC(O)=O.O, predict the reaction product. The product is: [CH2:1]([O:8][C:9]1[CH:10]=[C:11]2[C:15](=[CH:16][CH:17]=1)[N:14]([CH2:18][C:19]1[CH:24]=[CH:23][C:22]([O:25][CH2:26][CH2:27][N:28]3[CH2:29][CH2:30][CH2:31][CH2:32][CH2:33]3)=[CH:21][CH:20]=1)[C:13]([C:34]1[CH:35]=[CH:36][C:37]([OH:40])=[CH:38][CH:39]=1)=[C:12]2[CH3:47])[C:2]1[CH:3]=[CH:4][CH:5]=[CH:6][CH:7]=1. (6) Given the reactants N([O-])=O.[Na+].N[C:6]1[C:7]([C:16]2[CH:21]=[CH:20][C:19]([C:22]([F:25])([F:24])[F:23])=[CH:18][C:17]=2[S:26]([CH3:29])(=[O:28])=[O:27])=[C:8]([O:14][CH3:15])[C:9](=[O:13])[N:10]([CH3:12])[N:11]=1.C(O)(=[O:32])C, predict the reaction product. The product is: [CH3:15][O:14][C:8]1[C:9](=[O:13])[N:10]([CH3:12])[NH:11][C:6](=[O:32])[C:7]=1[C:16]1[CH:21]=[CH:20][C:19]([C:22]([F:25])([F:23])[F:24])=[CH:18][C:17]=1[S:26]([CH3:29])(=[O:27])=[O:28]. (7) Given the reactants [CH2:1]1[C:4]2([CH2:7][CH:6]([OH:8])[CH2:5]2)[CH2:3][O:2]1.[H-].[Na+].[Br:11][C:12]1[CH:13]=[C:14]([N:19]2[CH2:24][CH2:23][O:22][CH2:21][CH2:20]2)[C:15](F)=[N:16][CH:17]=1.O, predict the reaction product. The product is: [CH2:1]1[C:4]2([CH2:7][CH:6]([O:8][C:15]3[C:14]([N:19]4[CH2:20][CH2:21][O:22][CH2:23][CH2:24]4)=[CH:13][C:12]([Br:11])=[CH:17][N:16]=3)[CH2:5]2)[CH2:3][O:2]1. (8) Given the reactants [F:1][C:2]1[CH:3]=[C:4]([CH:30]=[C:31]([F:33])[CH:32]=1)[CH2:5][C@H:6]([NH:22][C:23](=O)[O:24]C(C)(C)C)[C@H:7]([OH:21])[CH2:8][NH:9][CH:10]1[C:19]2[C:14](=[CH:15][CH:16]=[C:17]([I:20])[CH:18]=2)[O:13][CH2:12][CH2:11]1.[CH3:34]CN(CC)CC.C(C1NC=CN=1)(=O)C, predict the reaction product. The product is: [F:1][C:2]1[CH:3]=[C:4]([CH:30]=[C:31]([F:33])[CH:32]=1)[CH2:5][C@H:6]([NH:22][C:23](=[O:24])[CH3:34])[C@H:7]([OH:21])[CH2:8][NH:9][CH:10]1[C:19]2[C:14](=[CH:15][CH:16]=[C:17]([I:20])[CH:18]=2)[O:13][CH2:12][CH2:11]1.